From a dataset of Full USPTO retrosynthesis dataset with 1.9M reactions from patents (1976-2016). Predict the reactants needed to synthesize the given product. (1) Given the product [CH3:40][O:39][C:34]1[CH:35]=[CH:36][CH:37]=[CH:38][C:33]=1[CH:10]([C:2]1[S:1][C:5]2=[N:6][CH:7]=[CH:8][CH:9]=[C:4]2[CH:3]=1)[NH:11][S:12]([C:15]1[CH:25]=[CH:24][C:18]2[O:19][CH2:20][CH2:21][CH2:22][O:23][C:17]=2[CH:16]=1)(=[O:14])=[O:13], predict the reactants needed to synthesize it. The reactants are: [S:1]1[C:5]2=[N:6][CH:7]=[CH:8][CH:9]=[C:4]2[CH:3]=[C:2]1[CH:10]=[N:11][S:12]([C:15]1[CH:25]=[CH:24][C:18]2[O:19][CH2:20][CH2:21][CH2:22][O:23][C:17]=2[CH:16]=1)(=[O:14])=[O:13].O1CCCC1.Br[Mg][C:33]1[CH:38]=[CH:37][CH:36]=[CH:35][C:34]=1[O:39][CH3:40].C(OCC)C. (2) The reactants are: [CH2:1]([N:8]1[CH2:13][CH2:12][C:11]([NH:21][C:22]2[CH:27]=[CH:26][CH:25]=[CH:24][CH:23]=2)([C:14]2[CH:19]=[CH:18][C:17]([CH3:20])=[CH:16][N:15]=2)[CH2:10][CH2:9]1)[C:2]1[CH:7]=[CH:6][CH:5]=[CH:4][CH:3]=1.[F:28][C:29]([F:40])([F:39])[C:30](O[C:30](=[O:31])[C:29]([F:40])([F:39])[F:28])=[O:31]. Given the product [CH2:1]([N:8]1[CH2:13][CH2:12][C:11]([N:21]([C:22]2[CH:27]=[CH:26][CH:25]=[CH:24][CH:23]=2)[C:30](=[O:31])[C:29]([F:40])([F:39])[F:28])([C:14]2[CH:19]=[CH:18][C:17]([CH3:20])=[CH:16][N:15]=2)[CH2:10][CH2:9]1)[C:2]1[CH:3]=[CH:4][CH:5]=[CH:6][CH:7]=1, predict the reactants needed to synthesize it. (3) Given the product [Cl:1][C:2]1[CH:3]=[CH:4][C:5]([N:35]2[CH:39]=[N:38][CH:37]=[N:36]2)=[C:6]([CH:7]=1)[CH2:8][C:9]1[O:10][C:17]2[CH:16]=[CH:15][N:14]=[C:13]([NH:19][CH2:20][CH2:21][CH:22]3[CH2:27][CH2:26][CH2:25][CH2:24][N:23]3[C:28]([O:30][C:31]([CH3:32])([CH3:34])[CH3:33])=[O:29])[C:12]=2[N:11]=1, predict the reactants needed to synthesize it. The reactants are: [Cl:1][C:2]1[CH:3]=[CH:4][C:5]([N:35]2[CH:39]=[N:38][CH:37]=[N:36]2)=[C:6]([CH2:8][C:9]([NH:11][C:12]2[C:13]([NH:19][CH2:20][CH2:21][CH:22]3[CH2:27][CH2:26][CH2:25][CH2:24][N:23]3[C:28]([O:30][C:31]([CH3:34])([CH3:33])[CH3:32])=[O:29])=[N:14][CH:15]=[CH:16][C:17]=2O)=[O:10])[CH:7]=1.C1(P(C2C=CC=CC=2)C2C=CC=CC=2)C=CC=CC=1.CC(OC(/N=N/C(OC(C)C)=O)=O)C.